Dataset: Full USPTO retrosynthesis dataset with 1.9M reactions from patents (1976-2016). Task: Predict the reactants needed to synthesize the given product. Given the product [CH3:1][C:2]1[CH:20]=[CH:19][C:5]2[NH:6][C:7](=[O:18])[C:8]3[C:13]4[CH:14]=[CH:15][CH:16]=[CH:17][C:12]=4[S:11][C:9]=3[S:10][C:4]=2[CH:3]=1, predict the reactants needed to synthesize it. The reactants are: [CH3:1][C:2]1[CH:20]=[CH:19][C:5]2[NH:6][C:7](=[O:18])[C:8]3[C:13]4[CH2:14][CH2:15][CH2:16][CH2:17][C:12]=4[S:11][C:9]=3[S:10][C:4]=2[CH:3]=1.ClC1C(=O)C(C#N)=C(C#N)C(=O)C=1Cl.